Dataset: NCI-60 drug combinations with 297,098 pairs across 59 cell lines. Task: Regression. Given two drug SMILES strings and cell line genomic features, predict the synergy score measuring deviation from expected non-interaction effect. (1) Synergy scores: CSS=-2.73, Synergy_ZIP=0.656, Synergy_Bliss=-1.54, Synergy_Loewe=-3.52, Synergy_HSA=-3.96. Drug 2: CN(C(=O)NC(C=O)C(C(C(CO)O)O)O)N=O. Cell line: A549. Drug 1: CCC1(CC2CC(C3=C(CCN(C2)C1)C4=CC=CC=C4N3)(C5=C(C=C6C(=C5)C78CCN9C7C(C=CC9)(C(C(C8N6C=O)(C(=O)OC)O)OC(=O)C)CC)OC)C(=O)OC)O.OS(=O)(=O)O. (2) Drug 1: C1=NC2=C(N=C(N=C2N1C3C(C(C(O3)CO)O)F)Cl)N. Drug 2: CC12CCC3C(C1CCC2O)C(CC4=C3C=CC(=C4)O)CCCCCCCCCS(=O)CCCC(C(F)(F)F)(F)F. Cell line: MOLT-4. Synergy scores: CSS=-15.6, Synergy_ZIP=6.00, Synergy_Bliss=2.93, Synergy_Loewe=-9.16, Synergy_HSA=-6.71.